This data is from TCR-epitope binding with 47,182 pairs between 192 epitopes and 23,139 TCRs. The task is: Binary Classification. Given a T-cell receptor sequence (or CDR3 region) and an epitope sequence, predict whether binding occurs between them. (1) The epitope is YVLDHLIVV. The TCR CDR3 sequence is CASSRAGTGNSPLHF. Result: 0 (the TCR does not bind to the epitope). (2) The epitope is FVDGVPFVV. The TCR CDR3 sequence is CASEGSGSEQFF. Result: 1 (the TCR binds to the epitope). (3) The epitope is WICLLQFAY. The TCR CDR3 sequence is CASSHARATGELFF. Result: 1 (the TCR binds to the epitope). (4) The epitope is CTELKLSDY. The TCR CDR3 sequence is CASSHVIYEQYF. Result: 0 (the TCR does not bind to the epitope). (5) The epitope is LLQTGIHVRVSQPSL. The TCR CDR3 sequence is CASTGLAGEETQYF. Result: 1 (the TCR binds to the epitope). (6) The epitope is CLGGLLTMV. The TCR CDR3 sequence is CASTPNLGQANYGYTF. Result: 0 (the TCR does not bind to the epitope). (7) The epitope is KLPDDFTGCV. The TCR CDR3 sequence is CSVASGGGVYEQYF. Result: 0 (the TCR does not bind to the epitope).